From a dataset of Peptide-MHC class II binding affinity with 134,281 pairs from IEDB. Regression. Given a peptide amino acid sequence and an MHC pseudo amino acid sequence, predict their binding affinity value. This is MHC class II binding data. (1) The peptide sequence is KMDKLELKGMSYAMC. The MHC is DRB1_0405 with pseudo-sequence DRB1_0405. The binding affinity (normalized) is 0.417. (2) The peptide sequence is APQLPDDLMIRVIAQ. The MHC is DRB1_1001 with pseudo-sequence DRB1_1001. The binding affinity (normalized) is 0.464. (3) The peptide sequence is LLTKFVAAALHNIKC. The MHC is DRB4_0101 with pseudo-sequence DRB4_0103. The binding affinity (normalized) is 0.350. (4) The peptide sequence is PSPSMGRDIKVQFQS. The MHC is DRB1_0101 with pseudo-sequence DRB1_0101. The binding affinity (normalized) is 0.307. (5) The peptide sequence is KDKWIELKESWGAIWRIDTP. The MHC is DRB1_0101 with pseudo-sequence DRB1_0101. The binding affinity (normalized) is 0.458.